Regression. Given two drug SMILES strings and cell line genomic features, predict the synergy score measuring deviation from expected non-interaction effect. From a dataset of NCI-60 drug combinations with 297,098 pairs across 59 cell lines. (1) Drug 1: CC(CN1CC(=O)NC(=O)C1)N2CC(=O)NC(=O)C2. Drug 2: C1CN1P(=S)(N2CC2)N3CC3. Cell line: SNB-75. Synergy scores: CSS=7.66, Synergy_ZIP=-3.24, Synergy_Bliss=-1.52, Synergy_Loewe=-12.6, Synergy_HSA=-0.700. (2) Drug 1: CC1OCC2C(O1)C(C(C(O2)OC3C4COC(=O)C4C(C5=CC6=C(C=C35)OCO6)C7=CC(=C(C(=C7)OC)O)OC)O)O. Drug 2: CC=C1C(=O)NC(C(=O)OC2CC(=O)NC(C(=O)NC(CSSCCC=C2)C(=O)N1)C(C)C)C(C)C. Cell line: HT29. Synergy scores: CSS=67.2, Synergy_ZIP=-5.27, Synergy_Bliss=0.0315, Synergy_Loewe=-26.8, Synergy_HSA=0.273. (3) Drug 1: CN(C)C1=NC(=NC(=N1)N(C)C)N(C)C. Drug 2: CC1CCCC2(C(O2)CC(NC(=O)CC(C(C(=O)C(C1O)C)(C)C)O)C(=CC3=CSC(=N3)C)C)C. Cell line: NCIH23. Synergy scores: CSS=6.10, Synergy_ZIP=0.196, Synergy_Bliss=6.13, Synergy_Loewe=3.60, Synergy_HSA=4.50. (4) Synergy scores: CSS=8.92, Synergy_ZIP=-5.29, Synergy_Bliss=-2.32, Synergy_Loewe=-9.27, Synergy_HSA=-2.17. Drug 1: C1=NC2=C(N1)C(=S)N=CN2. Drug 2: C1=NC2=C(N=C(N=C2N1C3C(C(C(O3)CO)O)F)Cl)N. Cell line: SK-MEL-28. (5) Drug 1: CC1=CC=C(C=C1)C2=CC(=NN2C3=CC=C(C=C3)S(=O)(=O)N)C(F)(F)F. Drug 2: C1CC(=O)NC(=O)C1N2C(=O)C3=CC=CC=C3C2=O. Cell line: SN12C. Synergy scores: CSS=-4.68, Synergy_ZIP=4.19, Synergy_Bliss=0.399, Synergy_Loewe=-5.55, Synergy_HSA=-6.02.